From a dataset of In vitro SARS-CoV-2 activity screen of 1,480 approved drugs from Prestwick library. Binary Classification. Given a drug SMILES string, predict its activity (active/inactive) in a high-throughput screening assay against a specified biological target. The compound is CS(=O)(=O)O.OC(CCN1CCCCC1)(c1ccccc1)c1ccccc1. The result is 0 (inactive).